The task is: Predict the product of the given reaction.. This data is from Forward reaction prediction with 1.9M reactions from USPTO patents (1976-2016). (1) The product is: [CH3:33][C@@H:30]([CH2:31][CH3:32])[C@H:22]([N:21]1[CH2:20][CH2:19][N:18]([CH2:34][C:35]2[N:39]([CH3:45])[C:38]3[CH:41]=[CH:42][CH:43]=[CH:44][C:37]=3[N:36]=2)[C:16]1=[O:15])[C:23]([O:25][C:26]([CH3:27])([CH3:29])[CH3:28])=[O:24]. Given the reactants C1C2C(C[O:15][C:16]([N:18]([CH2:34][C:35]3[N:39](C)[C:38]4[CH:41]=[CH:42][CH:43]=[CH:44][C:37]=4[N:36]=3)[CH2:19][CH2:20][NH:21][C@@H:22]([C@@H:30]([CH3:33])[CH2:31][CH3:32])[C:23]([O:25][C:26]([CH3:29])([CH3:28])[CH3:27])=[O:24])=O)C3C(=CC=CC=3)C=2C=CC=1.[CH2:45](NCC)C.C(=O)(OC1C=CC([N+]([O-])=O)=CC=1)OC1C=CC([N+]([O-])=O)=CC=1, predict the reaction product. (2) Given the reactants C(O[C:4](=[C:11]1[C:19]2[C:14](=[CH:15][CH:16]=[C:17]([N+:20]([O-:22])=[O:21])[CH:18]=2)[NH:13][C:12]1=[O:23])[C:5]1[CH:10]=[CH:9][CH:8]=[CH:7][CH:6]=1)C.[C:24]([NH:27][C:28]1[CH:29]=[C:30]([CH:32]=[CH:33][CH:34]=1)[NH2:31])(=[O:26])[CH3:25], predict the reaction product. The product is: [C:24]([NH:27][C:28]1[CH:29]=[C:30]([NH:31]/[C:4](=[C:11]2\[C:12](=[O:23])[NH:13][C:14]3[C:19]\2=[CH:18][C:17]([N+:20]([O-:22])=[O:21])=[CH:16][CH:15]=3)/[C:5]2[CH:6]=[CH:7][CH:8]=[CH:9][CH:10]=2)[CH:32]=[CH:33][CH:34]=1)(=[O:26])[CH3:25].